Task: Predict the reactants needed to synthesize the given product.. Dataset: Full USPTO retrosynthesis dataset with 1.9M reactions from patents (1976-2016) (1) Given the product [NH2:49][C:24](=[O:25])[CH:23]([C:27]1[C:35]2[C:31](=[CH:32][N:33]([CH2:36][O:37][CH2:38][CH2:39][Si:40]([CH3:43])([CH3:42])[CH3:41])[N:34]=2)[CH:30]=[C:29]([Cl:44])[CH:28]=1)[O:22][CH2:21][C:11]1([C:14]2[CH:15]=[CH:16][C:17]([F:20])=[CH:18][CH:19]=2)[CH2:10][CH2:9][N:8]([C:6]([O:5][C:1]([CH3:3])([CH3:2])[CH3:4])=[O:7])[CH2:13][CH2:12]1, predict the reactants needed to synthesize it. The reactants are: [C:1]([O:5][C:6]([N:8]1[CH2:13][CH2:12][C:11]([CH2:21][O:22][CH:23]([C:27]2[C:35]3[C:31](=[CH:32][N:33]([CH2:36][O:37][CH2:38][CH2:39][Si:40]([CH3:43])([CH3:42])[CH3:41])[N:34]=3)[CH:30]=[C:29]([Cl:44])[CH:28]=2)[C:24](O)=[O:25])([C:14]2[CH:19]=[CH:18][C:17]([F:20])=[CH:16][CH:15]=2)[CH2:10][CH2:9]1)=[O:7])([CH3:4])([CH3:3])[CH3:2].N.C1C[N:49]([P+](ON2N=NC3C=CC=CC2=3)(N2CCCC2)N2CCCC2)CC1.F[P-](F)(F)(F)(F)F. (2) Given the product [CH:8]1([C:9]([O:11][CH2:12][CH3:13])=[O:10])[C:2]2([CH2:5][CH2:4][CH2:3]2)[CH2:1]1, predict the reactants needed to synthesize it. The reactants are: [CH2:1]=[C:2]1[CH2:5][CH2:4][CH2:3]1.[N+](=[CH:8][C:9]([O:11][CH2:12][CH3:13])=[O:10])=[N-]. (3) Given the product [Cl:1][C:2]1[CH:10]=[CH:9][C:5]([C:6]([Cl:16])=[O:7])=[C:4]([O:11][CH3:12])[CH:3]=1, predict the reactants needed to synthesize it. The reactants are: [Cl:1][C:2]1[CH:10]=[CH:9][C:5]([C:6](O)=[O:7])=[C:4]([O:11][CH3:12])[CH:3]=1.C(Cl)(=O)C([Cl:16])=O. (4) Given the product [Cl:15][CH2:14][CH2:13][N:2]1[CH:6]=[CH:5][N:4]2[CH:7]=[CH:8][N:9]=[C:3]12, predict the reactants needed to synthesize it. The reactants are: Cl.[NH:2]1[CH:6]=[CH:5][N:4]2[CH:7]=[CH:8][N:9]=[C:3]12.[H-].[Na+].Br[CH2:13][CH2:14][Cl:15]. (5) Given the product [Br:1][C:2]1[N:7]=[C:6]([NH:8][CH2:9][CH:10]2[CH2:15][CH2:14][O:13][CH2:12][CH2:11]2)[CH:5]=[CH:4][C:3]=1[Cl:23], predict the reactants needed to synthesize it. The reactants are: [Br:1][C:2]1[N:7]=[C:6]([NH:8][CH2:9][CH:10]2[CH2:15][CH2:14][O:13][CH2:12][CH2:11]2)[CH:5]=[CH:4][CH:3]=1.C1C(=O)N([Cl:23])C(=O)C1. (6) Given the product [C:25]([O:24][C:22](=[O:23])[N:9]([CH2:8][CH2:7][S:6][C:2]1[S:1][CH:5]=[CH:4][CH:3]=1)[CH:10]1[CH2:15][CH2:14][N:13]([C:16](=[O:21])[C:17]([F:20])([F:18])[F:19])[CH2:12][CH2:11]1)([CH3:28])([CH3:27])[CH3:26], predict the reactants needed to synthesize it. The reactants are: [S:1]1[CH:5]=[CH:4][CH:3]=[C:2]1[S:6][CH2:7][CH2:8][NH:9][CH:10]1[CH2:15][CH2:14][N:13]([C:16](=[O:21])[C:17]([F:20])([F:19])[F:18])[CH2:12][CH2:11]1.[C:22](O[C:22]([O:24][C:25]([CH3:28])([CH3:27])[CH3:26])=[O:23])([O:24][C:25]([CH3:28])([CH3:27])[CH3:26])=[O:23]. (7) Given the product [CH:1]1([CH:4]([O:31][CH3:38])[CH2:5][S:6]([N:9]2[CH2:10][CH2:11][C:12]3([C:16](=[O:17])[N:15]([C:18]4[CH:23]=[CH:22][C:21]([O:24][C:25]([F:28])([F:26])[F:27])=[CH:20][CH:19]=4)[CH2:14][CH2:13]3)[CH2:29][CH2:30]2)(=[O:8])=[O:7])[CH2:3][CH2:2]1, predict the reactants needed to synthesize it. The reactants are: [CH:1]1([CH:4]([OH:31])[CH2:5][S:6]([N:9]2[CH2:30][CH2:29][C:12]3([C:16](=[O:17])[N:15]([C:18]4[CH:23]=[CH:22][C:21]([O:24][C:25]([F:28])([F:27])[F:26])=[CH:20][CH:19]=4)[CH2:14][CH2:13]3)[CH2:11][CH2:10]2)(=[O:8])=[O:7])[CH2:3][CH2:2]1.S([O-])([O-])(=O)=O.[Ca+2].[CH3:38]I. (8) Given the product [Cl:12][C:13]1[CH:14]=[CH:15][C:16]([C:19]2([C:23]([N:5]3[CH2:6][CH2:7][C@H:2]([CH3:1])[C@@H:3]([C:8]([O:10][CH3:11])=[O:9])[CH2:4]3)=[O:24])[CH2:22][CH2:21][CH2:20]2)=[CH:17][CH:18]=1, predict the reactants needed to synthesize it. The reactants are: [CH3:1][C@H:2]1[CH2:7][CH2:6][NH:5][CH2:4][C@@H:3]1[C:8]([O:10][CH3:11])=[O:9].[Cl:12][C:13]1[CH:18]=[CH:17][C:16]([C:19]2([C:23](O)=[O:24])[CH2:22][CH2:21][CH2:20]2)=[CH:15][CH:14]=1.F[P-](F)(F)(F)(F)F.Br[P+](N1CCCC1)(N1CCCC1)N1CCCC1.